This data is from Forward reaction prediction with 1.9M reactions from USPTO patents (1976-2016). The task is: Predict the product of the given reaction. The product is: [Cl:17][C:18]1[CH:19]=[CH:20][C:21]([S:48]([CH2:51][CH3:52])(=[O:49])=[O:50])=[C:22]([CH:47]=1)[CH2:23][N:24]1[C:33](=[O:34])[C:32]2[C:27](=[CH:28][C:29]([CH2:39][N:40]3[CH2:45][CH2:44][N:43]([CH3:3])[CH2:42][CH2:41]3)=[C:30]([C:35]([F:38])([F:36])[F:37])[CH:31]=2)[NH:26][C:25]1=[O:46]. Given the reactants C=O.[C:3](O[BH-](OC(=O)C)OC(=O)C)(=O)C.[Na+].[Cl:17][C:18]1[CH:19]=[CH:20][C:21]([S:48]([CH2:51][CH3:52])(=[O:50])=[O:49])=[C:22]([CH:47]=1)[CH2:23][N:24]1[C:33](=[O:34])[C:32]2[C:27](=[CH:28][C:29]([CH2:39][N:40]3[CH2:45][CH2:44][NH:43][CH2:42][CH2:41]3)=[C:30]([C:35]([F:38])([F:37])[F:36])[CH:31]=2)[NH:26][C:25]1=[O:46].C(=O)(O)[O-].[Na+], predict the reaction product.